Dataset: Reaction yield outcomes from USPTO patents with 853,638 reactions. Task: Predict the reaction yield, written as a fraction of the theoretical maximum amount of product (1.0 means a 100% yield; for example, 0.34 means a 34% yield). The reactants are [H-].[Na+].[C:3]([O:7][C:8]([N:10]1[CH2:14][C@H:13]([S:15][CH2:16][C:17]2[CH:22]=[CH:21][C:20]([O:23][CH3:24])=[CH:19][CH:18]=2)[CH2:12][C@H:11]1[CH:25]=O)=[O:9])([CH3:6])([CH3:5])[CH3:4].CO.C([O-])(O)=[O:30].[Na+].[CH2:34]1[CH2:38][O:37][CH2:36][CH2:35]1. No catalyst specified. The product is [C:3]([O:7][C:8]([N:10]1[CH2:14][C@H:13]([S:15][CH2:16][C:17]2[CH:22]=[CH:21][C:20]([O:23][CH3:24])=[CH:19][CH:18]=2)[CH2:12][C@H:11]1[CH:25]=[CH:35][C:36]([O:37][CH2:38][CH3:34])=[O:30])=[O:9])([CH3:6])([CH3:5])[CH3:4]. The yield is 0.400.